Dataset: Full USPTO retrosynthesis dataset with 1.9M reactions from patents (1976-2016). Task: Predict the reactants needed to synthesize the given product. (1) The reactants are: CS(C)=O.C(Cl)(=O)C(Cl)=O.[Br:11][C:12]1[CH:13]=[C:14]([C:31]([O:33][CH2:34][CH3:35])=[O:32])[C:15](=[O:30])[N:16]([C:20]2[CH:25]=[CH:24][CH:23]=[C:22]([C:26]([F:29])([F:28])[F:27])[CH:21]=2)[C:17]=1[CH2:18][OH:19].C(N(CC)CC)C. Given the product [Br:11][C:12]1[CH:13]=[C:14]([C:31]([O:33][CH2:34][CH3:35])=[O:32])[C:15](=[O:30])[N:16]([C:20]2[CH:25]=[CH:24][CH:23]=[C:22]([C:26]([F:29])([F:28])[F:27])[CH:21]=2)[C:17]=1[CH:18]=[O:19], predict the reactants needed to synthesize it. (2) Given the product [N:11]1[CH:12]=[CH:13][CH:14]=[C:9]([O:8][CH2:7][C:6]([OH:15])=[O:5])[CH:10]=1, predict the reactants needed to synthesize it. The reactants are: C([O:5][C:6](=[O:15])[CH2:7][O:8][C:9]1[CH:10]=[N:11][CH:12]=[CH:13][CH:14]=1)(C)(C)C.Cl. (3) Given the product [C:1]([O:4][C@H:5]1[C@H:10]([O:11][C:12](=[O:14])[CH3:13])[C@@H:9]([O:15][C:16](=[O:18])[CH3:17])[C@H:8]([C:19]2[CH:24]=[CH:23][C:22]([CH:42]3[CH2:44][CH2:43]3)=[C:21]([CH2:26][C:27]3[S:28][C:29]([C:32]4[O:33][CH:34]=[CH:35][CH:36]=4)=[CH:30][N:31]=3)[CH:20]=2)[O:7][C@@H:6]1[CH2:37][O:38][C:39](=[O:41])[CH3:40])(=[O:3])[CH3:2], predict the reactants needed to synthesize it. The reactants are: [C:1]([O:4][C@H:5]1[C@H:10]([O:11][C:12](=[O:14])[CH3:13])[C@@H:9]([O:15][C:16](=[O:18])[CH3:17])[C@H:8]([C:19]2[CH:24]=[CH:23][C:22](Br)=[C:21]([CH2:26][C:27]3[S:28][C:29]([C:32]4[O:33][CH:34]=[CH:35][CH:36]=4)=[CH:30][N:31]=3)[CH:20]=2)[O:7][C@@H:6]1[CH2:37][O:38][C:39](=[O:41])[CH3:40])(=[O:3])[CH3:2].[CH:42]1(B(O)O)[CH2:44][CH2:43]1.F[B-](F)(F)F.C1([PH+](C2CCCCC2)C2CCCCC2)CCCCC1.C(=O)([O-])[O-].[Cs+].[Cs+].